This data is from Catalyst prediction with 721,799 reactions and 888 catalyst types from USPTO. The task is: Predict which catalyst facilitates the given reaction. (1) Reactant: [Br:1][CH2:2][CH2:3][OH:4].N1C=CC=CC=1.[C:11](Cl)(=[O:16])[C:12]([CH3:15])([CH3:14])[CH3:13].[Cl-].[NH4+]. Product: [C:11]([O:4][CH2:3][CH2:2][Br:1])(=[O:16])[C:12]([CH3:15])([CH3:14])[CH3:13]. The catalyst class is: 7. (2) Reactant: Cl[CH:2]1[C:14](=[O:15])[C:13]2[C:12]3[C:7]4=[C:8]([O:16][CH2:17][CH:18]([C:19]5[CH:24]=[CH:23][CH:22]=[CH:21][CH:20]=5)[N:6]4[C:5]=2[CH2:4][CH2:3]1)[CH:9]=[CH:10][CH:11]=3.[Li+].[Cl-]. Product: [C:19]1([CH:18]2[N:6]3[C:7]4[C:12]([C:13]5[C:5]3=[CH:4][CH:3]=[CH:2][C:14]=5[OH:15])=[CH:11][CH:10]=[CH:9][C:8]=4[O:16][CH2:17]2)[CH:20]=[CH:21][CH:22]=[CH:23][CH:24]=1. The catalyst class is: 3. (3) Reactant: [N:1]1[C:10]2[NH:9][CH2:8][CH2:7][CH2:6][C:5]=2[CH:4]=[CH:3][C:2]=1[CH2:11][CH2:12][O:13][C:14]1[CH:26]=[CH:25][C:17]([CH2:18][C@@H:19]([C:21]([O:23]C)=[O:22])[NH2:20])=[CH:16][CH:15]=1.[CH3:27][O:28][C:29]1[C:30]([C:34](O)=[O:35])=[CH:31][S:32][CH:33]=1.CN1CCOCC1.CN(C(ON1N=NC2C=CC=CC1=2)=[N+](C)C)C.[B-](F)(F)(F)F.[OH-].[Na+]. Product: [CH3:27][O:28][C:29]1[C:30]([C:34]([NH:20][C@H:19]([C:21]([OH:23])=[O:22])[CH2:18][C:17]2[CH:16]=[CH:15][C:14]([O:13][CH2:12][CH2:11][C:2]3[CH:3]=[CH:4][C:5]4[CH2:6][CH2:7][CH2:8][NH:9][C:10]=4[N:1]=3)=[CH:26][CH:25]=2)=[O:35])=[CH:31][S:32][CH:33]=1. The catalyst class is: 3. (4) Reactant: Cl.[NH2:2][CH2:3][CH2:4][C:5]1[CH:10]=[CH:9][C:8]([C:11]2[CH:27]=[CH:26][C:14]([O:15][CH:16]([CH3:25])[CH2:17][NH:18][S:19]([CH:22]([CH3:24])[CH3:23])(=[O:21])=[O:20])=[CH:13][CH:12]=2)=[CH:7][CH:6]=1.C(N(CC)CC)C.[CH3:35][CH:36]([S:38](Cl)(=[O:40])=[O:39])[CH3:37]. Product: [CH3:24][CH:22]([S:19]([NH:18][CH2:17][CH:16]([O:15][C:14]1[CH:26]=[CH:27][C:11]([C:8]2[CH:7]=[CH:6][C:5]([CH2:4][CH2:3][NH:2][S:38]([CH:36]([CH3:37])[CH3:35])(=[O:40])=[O:39])=[CH:10][CH:9]=2)=[CH:12][CH:13]=1)[CH3:25])(=[O:21])=[O:20])[CH3:23]. The catalyst class is: 2. (5) Reactant: [OH:1][CH2:2][CH2:3][C:4]1[CH:5]=[C:6]([NH:10][C:11]2[N:16]=[C:15]3[N:17]([C:31]4[CH:32]=[C:33]([CH:36]=[CH:37][CH:38]=4)[C:34]#[N:35])[C:18](=[O:30])[N:19]([C:22]4[CH:27]=[CH:26][C:25]([O:28][CH3:29])=[CH:24][CH:23]=4)[CH:20]([CH3:21])[C:14]3=[CH:13][N:12]=2)[CH:7]=[CH:8][CH:9]=1.C(N(CC)CC)C.[CH3:46][S:47](Cl)(=[O:49])=[O:48]. Product: [C:34]([C:33]1[CH:32]=[C:31]([N:17]2[C:15]3[N:16]=[C:11]([NH:10][C:6]4[CH:5]=[C:4]([CH2:3][CH2:2][O:1][S:47]([CH3:46])(=[O:49])=[O:48])[CH:9]=[CH:8][CH:7]=4)[N:12]=[CH:13][C:14]=3[CH:20]([CH3:21])[N:19]([C:22]3[CH:27]=[CH:26][C:25]([O:28][CH3:29])=[CH:24][CH:23]=3)[C:18]2=[O:30])[CH:38]=[CH:37][CH:36]=1)#[N:35]. The catalyst class is: 4. (6) Reactant: [Cl:1][C:2]1[C:7](I)=[C:6]([CH3:9])[N:5]=[C:4]([NH2:10])[N:3]=1.[C:11]([C:13]1[CH:18]=[CH:17][CH:16]=[CH:15][N:14]=1)#[CH:12].C(N(CC)CC)C. Product: [Cl:1][C:2]1[C:7]([C:12]#[C:11][C:13]2[CH:18]=[CH:17][CH:16]=[CH:15][N:14]=2)=[C:6]([CH3:9])[N:5]=[C:4]([NH2:10])[N:3]=1. The catalyst class is: 233.